Predict the product of the given reaction. From a dataset of Forward reaction prediction with 1.9M reactions from USPTO patents (1976-2016). (1) The product is: [F:1][C:2]([F:6])([F:5])[CH2:3][S:4][CH2:14][CH:15]1[CH2:20][CH2:19][N:18]([C:21]([O:23][C:24]([CH3:25])([CH3:27])[CH3:26])=[O:22])[CH2:17][CH2:16]1. Given the reactants [F:1][C:2]([F:6])([F:5])[CH2:3][SH:4].[H-].[Na+].CS(O[CH2:14][CH:15]1[CH2:20][CH2:19][N:18]([C:21]([O:23][C:24]([CH3:27])([CH3:26])[CH3:25])=[O:22])[CH2:17][CH2:16]1)(=O)=O, predict the reaction product. (2) Given the reactants [Cl:1][C:2]1[CH:3]=[C:4]([NH:17][C:18]2[C:27]3[C:22](=[CH:23][CH:24]=[C:25]([C:28]4[O:32][C:31]([CH:33]=O)=[CH:30][CH:29]=4)[CH:26]=3)[N:21]=[CH:20][N:19]=2)[CH:5]=[CH:6][C:7]=1[O:8][CH2:9][C:10]1[CH:15]=[CH:14][CH:13]=[C:12]([F:16])[CH:11]=1.Cl.[NH2:36][CH2:37][CH2:38][S:39]([CH3:42])(=[O:41])=[O:40].C(N(CC)C(C)C)(C)C.O.[C:53]1([CH3:63])[CH:58]=[CH:57][C:56]([S:59]([OH:62])(=[O:61])=[O:60])=[CH:55][CH:54]=1, predict the reaction product. The product is: [CH3:63][C:53]1[CH:54]=[CH:55][C:56]([S:59]([O-:62])(=[O:61])=[O:60])=[CH:57][CH:58]=1.[CH3:42][S:39]([CH2:38][CH2:37][NH:36][CH2:33][C:31]1[O:32][C:28]([C:25]2[CH:24]=[CH:23][C:22]3[N:21]=[CH:20][N:19]=[C:18]([NH:17][C:4]4[CH:5]=[CH:6][C:7]([O:8][CH2:9][C:10]5[CH:15]=[CH:14][CH:13]=[C:12]([F:16])[CH:11]=5)=[C:2]([Cl:1])[CH:3]=4)[C:27]=3[CH:26]=2)=[CH:29][CH:30]=1)(=[O:41])=[O:40]. (3) Given the reactants [N:1]1[CH:6]=[CH:5][C:4](CC(O)=O)=[CH:3][CH:2]=1.[C:11]([C:15]1[CH:20]=[CH:19][C:18]([S:21]([N:24]2[CH2:29][CH2:28][NH:27][CH2:26][CH2:25]2)(=[O:23])=[O:22])=[CH:17][CH:16]=1)([CH3:14])([CH3:13])[CH3:12].F[P-](F)(F)(F)(F)F.N1(OC(N(C)C)=[N+](C)C)C2C=CC=CC=2N=N1.O.ON1C2C=CC=CC=2N=N1.CN1CC[O:69][CH2:68][CH2:67]1, predict the reaction product. The product is: [C:11]([C:15]1[CH:16]=[CH:17][C:18]([S:21]([N:24]2[CH2:29][CH2:28][N:27]([C:68](=[O:69])[CH2:67][C:6]3[CH:5]=[CH:4][CH:3]=[CH:2][N:1]=3)[CH2:26][CH2:25]2)(=[O:23])=[O:22])=[CH:19][CH:20]=1)([CH3:14])([CH3:12])[CH3:13]. (4) The product is: [OH:1][CH:2]1[CH2:7][CH2:6][N:5]([C:8]([O:10][C:11]([CH3:12])([CH3:13])[CH3:14])=[O:9])[CH2:4][CH:3]1[C:15]([O:17][CH3:18])=[O:16]. Given the reactants [O:1]=[C:2]1[CH2:7][CH2:6][N:5]([C:8]([O:10][C:11]([CH3:14])([CH3:13])[CH3:12])=[O:9])[CH2:4][CH:3]1[C:15]([O:17][CH3:18])=[O:16].[BH4-].[Na+], predict the reaction product. (5) Given the reactants [N:1]1([CH2:10][C@@H:11]([CH3:36])[O:12][C:13]2[CH:14]=[C:15]([NH:32][C:33](=[O:35])[CH3:34])[CH:16]=[CH:17][C:18]=2[S:19](=[O:31])(=[O:30])[NH:20][CH:21]2[CH2:25][C:24](=[O:26])[O:23][CH:22]2[O:27]CC)[C:9]2[C:4](=[CH:5][CH:6]=[CH:7][CH:8]=2)[CH:3]=[N:2]1.[ClH:37], predict the reaction product. The product is: [ClH:37].[C:33]([NH:32][C:15]1[CH:16]=[CH:17][C:18]([S:19]([NH:20][CH:21]([CH:22]=[O:27])[CH2:25][C:24]([OH:26])=[O:23])(=[O:31])=[O:30])=[C:13]([O:12][C@H:11]([CH3:36])[CH2:10][N:1]2[C:9]3[C:4](=[CH:5][CH:6]=[CH:7][CH:8]=3)[CH:3]=[N:2]2)[CH:14]=1)(=[O:35])[CH3:34]. (6) Given the reactants [C:1]1([S:7]([C:10]([CH3:23])([CH3:22])[CH2:11][CH2:12][CH2:13][N:14]2[CH2:19][CH2:18][CH2:17][CH:16]([C:20]#[CH:21])[CH2:15]2)(=[O:9])=[O:8])[CH:6]=[CH:5][CH:4]=[CH:3][CH:2]=1.I[C:25]1[CH:30]=[CH:29][CH:28]=[CH:27][CH:26]=1, predict the reaction product. The product is: [C:1]1([S:7]([C:10]([CH3:23])([CH3:22])[CH2:11][CH2:12][CH2:13][N:14]2[CH2:19][CH2:18][CH2:17][CH:16]([C:20]#[C:21][C:25]3[CH:30]=[CH:29][CH:28]=[CH:27][CH:26]=3)[CH2:15]2)(=[O:9])=[O:8])[CH:2]=[CH:3][CH:4]=[CH:5][CH:6]=1. (7) Given the reactants [CH3:1][C:2]1[N:3]=[C:4]([C:7]2[C:8]3[CH2:17][CH2:16][CH2:15][CH2:14][CH2:13][C:9]=3[S:10][C:11]=2[NH2:12])[S:5][CH:6]=1.[C@@H:18]12[C:27](=[O:28])[O:26][C:24](=[O:25])[C@H:19]1[CH2:20][CH2:21][CH2:22][CH2:23]2, predict the reaction product. The product is: [CH3:1][C:2]1[N:3]=[C:4]([C:7]2[C:8]3[CH2:17][CH2:16][CH2:15][CH2:14][CH2:13][C:9]=3[S:10][C:11]=2[NH:12][C:27]([CH:18]2[CH2:23][CH2:22][CH2:21][CH2:20][CH:19]2[C:24]([OH:26])=[O:25])=[O:28])[S:5][CH:6]=1. (8) Given the reactants Cl.[O:2]([NH2:4])[CH3:3].[Cl:5][C:6]1[CH:11]=[CH:10][CH:9]=[CH:8][C:7]=1[S:12](Cl)(=[O:14])=[O:13].O, predict the reaction product. The product is: [Cl:5][C:6]1[CH:11]=[CH:10][CH:9]=[CH:8][C:7]=1[S:12]([NH:4][O:2][CH3:3])(=[O:14])=[O:13].